From a dataset of Reaction yield outcomes from USPTO patents with 853,638 reactions. Predict the reaction yield, written as a fraction of the theoretical maximum amount of product (1.0 means a 100% yield; for example, 0.34 means a 34% yield). The reactants are Br[C:2]1[C:7]([NH2:8])=[C:6]([F:9])[C:5]([C:10]([F:13])([F:12])[F:11])=[CH:4][CH:3]=1.[NH3:14]. The catalyst is Cl[Cu]. The product is [F:9][C:6]1[C:5]([C:10]([F:13])([F:12])[F:11])=[CH:4][CH:3]=[C:2]([NH2:14])[C:7]=1[NH2:8]. The yield is 0.530.